This data is from Full USPTO retrosynthesis dataset with 1.9M reactions from patents (1976-2016). The task is: Predict the reactants needed to synthesize the given product. (1) Given the product [CH:1]1([NH:7][C:8]2[CH:17]=[C:16]3[C:11]([C:12](=[O:26])[C:13]([CH2:23][OH:24])=[CH:14][N:15]3[CH:18]3[CH2:22][CH2:21][CH2:20][CH2:19]3)=[CH:10][C:9]=2[F:27])[CH2:2][CH2:3][CH2:4][CH2:5][CH2:6]1, predict the reactants needed to synthesize it. The reactants are: [CH:1]1([NH:7][C:8]2[CH:17]=[C:16]3[C:11]([C:12](=[O:26])[C:13]([C:23](O)=[O:24])=[CH:14][N:15]3[CH:18]3[CH2:22][CH2:21][CH2:20][CH2:19]3)=[CH:10][C:9]=2[F:27])[CH2:6][CH2:5][CH2:4][CH2:3][CH2:2]1.C(N1C=CN=C1)(N1C=CN=C1)=O. (2) Given the product [C:19]([C:18]1[C:12]2[C:13](=[N:14][CH:15]=[C:10]([NH:9][C:6]3[CH:5]=[CH:4][C:3]([CH:2]=[O:1])=[CH:8][N:7]=3)[N:11]=2)[N:16]([CH2:25][O:26][CH2:27][CH2:28][Si:29]([CH3:30])([CH3:32])[CH3:31])[CH:17]=1)(=[O:24])[C:20]([CH3:23])([CH3:22])[CH3:21], predict the reactants needed to synthesize it. The reactants are: [OH:1][CH2:2][C:3]1[CH:4]=[CH:5][C:6]([NH:9][C:10]2[N:11]=[C:12]3[C:18]([C:19](=[O:24])[C:20]([CH3:23])([CH3:22])[CH3:21])=[CH:17][N:16]([CH2:25][O:26][CH2:27][CH2:28][Si:29]([CH3:32])([CH3:31])[CH3:30])[C:13]3=[N:14][CH:15]=2)=[N:7][CH:8]=1. (3) Given the product [CH3:30][N:31]([CH3:36])[CH2:32][CH2:33][CH2:34][O:26][CH2:25][C:8]1[N:7]([CH2:6][O:5][CH2:4][CH2:3][Si:2]([CH3:28])([CH3:27])[CH3:1])[C:16]2[C:15]3[CH:17]=[CH:18][CH:19]=[CH:20][C:14]=3[O:13][C:12]3[CH:21]=[CH:22][CH:23]=[CH:24][C:11]=3[C:10]=2[CH:9]=1, predict the reactants needed to synthesize it. The reactants are: [CH3:1][Si:2]([CH3:28])([CH3:27])[CH2:3][CH2:4][O:5][CH2:6][N:7]1[C:16]2[C:15]3[CH:17]=[CH:18][CH:19]=[CH:20][C:14]=3[O:13][C:12]3[CH:21]=[CH:22][CH:23]=[CH:24][C:11]=3[C:10]=2[CH:9]=[C:8]1[CH2:25][OH:26].Cl.[CH3:30][N:31]([CH3:36])[CH2:32][CH2:33][CH2:34]Cl. (4) Given the product [Br:1][C:2]1[CH:10]=[CH:9][C:8]([O:11][CH3:12])=[CH:7][C:3]=1[C:4]([O:6][CH2:13][CH3:14])=[O:5], predict the reactants needed to synthesize it. The reactants are: [Br:1][C:2]1[CH:10]=[CH:9][C:8]([O:11][CH3:12])=[CH:7][C:3]=1[C:4]([OH:6])=[O:5].[CH2:13](O)[CH3:14]. (5) The reactants are: [C:1]1([CH3:9])[C:2]([NH2:8])=[CH:3][C:4]([NH2:7])=[CH:5][CH:6]=1.[C:10](=[O:23])([O:17][CH2:18][C:19]([F:22])([F:21])[F:20])OCC(F)(F)F. Given the product [F:20][C:19]([F:22])([F:21])[CH2:18][O:17][C:10]([NH:8][C:2]1[CH:3]=[C:4]([NH:7][C:10]([O:17][CH2:18][C:19]([F:20])([F:21])[F:22])=[O:23])[CH:5]=[CH:6][C:1]=1[CH3:9])=[O:23], predict the reactants needed to synthesize it. (6) Given the product [CH2:13]([O:15][C:16](=[O:44])[C:17]([O:36][C:37]1[CH:42]=[CH:41][CH:40]=[CH:39][C:38]=1[F:43])([CH3:35])[CH2:18][C:19]1[CH:24]=[CH:23][C:22]([O:25][CH2:26][CH2:27][CH:28]2[CH2:32][N:31]([CH2:7][C:6]3[CH:9]=[CH:10][C:3]([C:2]([F:12])([F:11])[F:1])=[CH:4][CH:5]=3)[C:30](=[O:33])[N:29]2[CH3:34])=[CH:21][CH:20]=1)[CH3:14], predict the reactants needed to synthesize it. The reactants are: [F:1][C:2]([F:12])([F:11])[C:3]1[CH:10]=[CH:9][C:6]([CH2:7]Br)=[CH:5][CH:4]=1.[CH2:13]([O:15][C:16](=[O:44])[C:17]([O:36][C:37]1[CH:42]=[CH:41][CH:40]=[CH:39][C:38]=1[F:43])([CH3:35])[CH2:18][C:19]1[CH:24]=[CH:23][C:22]([O:25][CH2:26][CH2:27][CH:28]2[CH2:32][NH:31][C:30](=[O:33])[N:29]2[CH3:34])=[CH:21][CH:20]=1)[CH3:14].[H-].[Na+]. (7) Given the product [I:1][C:2]1[CH:3]=[C:4]([CH:8]=[CH:9][CH:10]=1)[C:5]([O:7][CH2:12][C:13]1[CH:18]=[CH:17][CH:16]=[CH:15][CH:14]=1)=[O:6], predict the reactants needed to synthesize it. The reactants are: [I:1][C:2]1[CH:3]=[C:4]([CH:8]=[CH:9][CH:10]=1)[C:5]([OH:7])=[O:6].Br[CH2:12][C:13]1[CH:18]=[CH:17][CH:16]=[CH:15][CH:14]=1.C(=O)([O-])[O-].[K+].[K+]. (8) Given the product [CH3:1][O:2][C:3]1[CH:4]=[C:5]2[C:10](=[CH:11][C:12]=1[O:13][CH3:14])[N:9]=[CH:8][CH:7]=[C:6]2[O:15][C:16]1[CH:22]=[CH:21][C:19]([NH:20][C:32]([NH:36][CH2:37][CH2:38][CH2:39][N:40]2[CH2:41][CH2:42][N:43]([CH3:46])[CH2:44][CH2:45]2)=[S:33])=[C:18]([CH3:23])[C:17]=1[CH3:24], predict the reactants needed to synthesize it. The reactants are: [CH3:1][O:2][C:3]1[CH:4]=[C:5]2[C:10](=[CH:11][C:12]=1[O:13][CH3:14])[N:9]=[CH:8][CH:7]=[C:6]2[O:15][C:16]1[CH:22]=[CH:21][C:19]([NH2:20])=[C:18]([CH3:23])[C:17]=1[CH3:24].C(N(CC)CC)C.[C:32](Cl)(Cl)=[S:33].[NH2:36][CH2:37][CH2:38][CH2:39][N:40]1[CH2:45][CH2:44][N:43]([CH3:46])[CH2:42][CH2:41]1. (9) Given the product [CH2:1]([S:3][C:4]1[N:9]([CH2:13][C:14]2[CH:15]=[CH:16][C:17]([C:20]3[C:21]([C:26]#[N:27])=[CH:22][CH:23]=[CH:24][CH:25]=3)=[CH:18][CH:19]=2)[C:8](=[O:10])[CH:7]=[C:6]([CH3:11])[N:5]=1)[CH3:2], predict the reactants needed to synthesize it. The reactants are: [CH2:1]([S:3][C:4]1[NH:9][C:8](=[O:10])[CH:7]=[C:6]([CH3:11])[N:5]=1)[CH3:2].Br[CH2:13][C:14]1[CH:19]=[CH:18][C:17]([C:20]2[C:21]([C:26]#[N:27])=[CH:22][CH:23]=[CH:24][CH:25]=2)=[CH:16][CH:15]=1.C(=O)([O-])[O-].[K+].[K+].